Task: Predict which catalyst facilitates the given reaction.. Dataset: Catalyst prediction with 721,799 reactions and 888 catalyst types from USPTO (1) Reactant: [Li]CCCC.C(NC(C)C)(C)C.[Cl:13][C:14]1[CH:19]=[C:18]([CH3:20])[CH:17]=[CH:16][N:15]=1.[F:21][C:22]1[CH:33]=[CH:32][C:25]([C:26](N(OC)C)=[O:27])=[CH:24][CH:23]=1.[Na+].[Cl-]. Product: [Cl:13][C:14]1[CH:19]=[C:18]([CH2:20][C:26]([C:25]2[CH:32]=[CH:33][C:22]([F:21])=[CH:23][CH:24]=2)=[O:27])[CH:17]=[CH:16][N:15]=1. The catalyst class is: 476. (2) Reactant: [CH3:1][O:2][C:3]1[CH:4]=[C:5]2[C:10](=[CH:11][C:12]=1[O:13][CH3:14])[N:9]=[CH:8][CH:7]=[C:6]2[O:15][C:16]1[CH:25]=[C:24]2[C:19]([CH:20]=[CH:21][C:22]([NH2:26])=[CH:23]2)=[CH:18][CH:17]=1.C([O-])([O-])=O.[K+].[K+].N1C=CC=CC=1.[C:39]1([CH3:49])[CH:44]=[CH:43][CH:42]=[C:41]([S:45](Cl)(=[O:47])=[O:46])[CH:40]=1. Product: [CH3:1][O:2][C:3]1[CH:4]=[C:5]2[C:10](=[CH:11][C:12]=1[O:13][CH3:14])[N:9]=[CH:8][CH:7]=[C:6]2[O:15][C:16]1[CH:25]=[C:24]2[C:19]([CH:20]=[CH:21][C:22]([NH:26][S:45]([C:41]3[CH:42]=[CH:43][CH:44]=[C:39]([CH3:49])[CH:40]=3)(=[O:47])=[O:46])=[CH:23]2)=[CH:18][CH:17]=1. The catalyst class is: 34. (3) Reactant: [F:1][CH:2]([F:36])[CH2:3][N:4]([C:21]1[CH:22]=[N:23][CH:24]=[CH:25][C:26]=1[C:27]1[CH:32]=[CH:31][C:30](F)=[CH:29][C:28]=1OC)C(=O)C1C=C(C(F)(F)F)N=C(C(F)(F)F)C=1.[F:37]C1C=CC=CC=1B(O)O. Product: [F:1][CH:2]([F:36])[CH2:3][NH:4][C:21]1[CH:22]=[N:23][CH:24]=[CH:25][C:26]=1[C:27]1[CH:32]=[CH:31][CH:30]=[CH:29][C:28]=1[F:37]. The catalyst class is: 243. (4) Reactant: [CH3:1][O:2][CH2:3][C@:4]1([OH:41])[CH2:9][CH2:8][CH2:7][CH2:6][C@H:5]1[N:10]1[C:14]([C:15]2[CH:20]=[CH:19][CH:18]=[CH:17][CH:16]=2)=[C:13]([C:21]([N:23]2[CH2:28][CH2:27][NH:26][CH2:25][C@H:24]2[CH2:29][CH2:30][NH:31][C:32]2[CH:37]=[C:36]([O:38][CH3:39])[CH:35]=[CH:34][C:33]=2[CH3:40])=[O:22])[N:12]=[CH:11]1.[C:42]([OH:49])(=[O:48])/[CH:43]=[CH:44]/[C:45]([OH:47])=[O:46]. The catalyst class is: 8. Product: [C:42]([OH:49])(=[O:48])/[CH:43]=[CH:44]/[C:45]([OH:47])=[O:46].[CH3:1][O:2][CH2:3][C@:4]1([OH:41])[CH2:9][CH2:8][CH2:7][CH2:6][C@H:5]1[N:10]1[C:14]([C:15]2[CH:16]=[CH:17][CH:18]=[CH:19][CH:20]=2)=[C:13]([C:21]([N:23]2[CH2:28][CH2:27][NH:26][CH2:25][C@H:24]2[CH2:29][CH2:30][NH:31][C:32]2[CH:37]=[C:36]([O:38][CH3:39])[CH:35]=[CH:34][C:33]=2[CH3:40])=[O:22])[N:12]=[CH:11]1. (5) Reactant: [CH2:1]([C:10]1[CH:18]=[CH:17][C:13]([C:14](Cl)=[O:15])=[CH:12][CH:11]=1)[CH2:2][CH2:3][CH2:4][CH2:5][CH2:6][CH2:7][CH2:8][CH3:9].[H-].C(O[Al](OC(C)(C)C)OC(C)(C)C)(C)(C)C.[Li+]. Product: [CH2:1]([C:10]1[CH:11]=[CH:12][C:13]([CH:14]=[O:15])=[CH:17][CH:18]=1)[CH2:2][CH2:3][CH2:4][CH2:5][CH2:6][CH2:7][CH2:8][CH3:9]. The catalyst class is: 1. (6) Reactant: [Li+].CC([N-]C(C)C)C.CCCCCCC.C1COCC1.C(C1C=CC=CC=1)C.[CH3:29][O:30][C:31]1[CH:40]=[C:39]2[C:34]([C:35](=[O:41])[CH2:36][S:37][CH2:38]2)=[CH:33][CH:32]=1.CN(P(N(C)C)(N(C)C)=O)C.C([C:55]([O:57][CH3:58])=[O:56])#N.[NH4+].[Cl-]. Product: [CH3:58][O:57][C:55]([CH:36]1[C:35](=[O:41])[C:34]2[C:39](=[CH:40][C:31]([O:30][CH3:29])=[CH:32][CH:33]=2)[CH2:38][S:37]1)=[O:56]. The catalyst class is: 1. (7) Reactant: [C:1]([O:5][C:6](=[O:47])[CH2:7][O:8][C:9]1[CH:14]=[CH:13][C:12]([NH:15]C(OCC2C=CC=CC=2)=O)=[C:11]([C:26]([N:28]2[CH2:33][CH2:32][CH:31]([N:34]3[CH2:46][CH2:45][CH2:44][C:36]4([C:40](=[O:41])[O:39][C:38]([CH3:43])([CH3:42])[CH2:37]4)[CH2:35]3)[CH2:30][CH2:29]2)=[O:27])[CH:10]=1)([CH3:4])([CH3:3])[CH3:2]. Product: [C:1]([O:5][C:6](=[O:47])[CH2:7][O:8][C:9]1[CH:14]=[CH:13][C:12]([NH2:15])=[C:11]([C:26]([N:28]2[CH2:29][CH2:30][CH:31]([N:34]3[CH2:46][CH2:45][CH2:44][C:36]4([C:40](=[O:41])[O:39][C:38]([CH3:42])([CH3:43])[CH2:37]4)[CH2:35]3)[CH2:32][CH2:33]2)=[O:27])[CH:10]=1)([CH3:2])([CH3:3])[CH3:4]. The catalyst class is: 481. (8) Reactant: C(OC([N:6]1[CH2:11][CH2:10][N:9]([CH2:12][CH:13]([C:21]2[CH:26]=[CH:25][C:24]([F:27])=[CH:23][CH:22]=2)[N:14]2[CH2:19][CH2:18][N:17]([CH3:20])[CH2:16][CH2:15]2)[CH2:8][CH2:7]1)=O)C.[OH-].[K+].O. Product: [F:27][C:24]1[CH:25]=[CH:26][C:21]([CH:13]([N:14]2[CH2:19][CH2:18][N:17]([CH3:20])[CH2:16][CH2:15]2)[CH2:12][N:9]2[CH2:10][CH2:11][NH:6][CH2:7][CH2:8]2)=[CH:22][CH:23]=1. The catalyst class is: 8.